This data is from Experimentally validated miRNA-target interactions with 360,000+ pairs, plus equal number of negative samples. The task is: Binary Classification. Given a miRNA mature sequence and a target amino acid sequence, predict their likelihood of interaction. (1) The miRNA is hsa-miR-660-3p with sequence ACCUCCUGUGUGCAUGGAUUA. The protein sequence of the target gene is MLANSASVRILIKGGKVVNDDCTHEADVYIENGIIQQVGRELMIPGGAKVIDATGKLVIPGGIDTSTHFHQTFMNATCVDDFYHGTKAALVGGTTMIIGHVLPDKETSLVDAYEKCRGLADPKVCCDYALHVGITWWAPKVKAEMETLVREKGVNSFQMFMTYKDLYMLRDSELYQVLHACKDIGAIARVHAENGELVAEGAKEALDLGITGPEGIEISRPEELEAEATHRVITIANRTHCPIYLVNVSSISAGDVIAAAKMQGKVVLAETTTAHATLTGLHYYHQDWSHAAAYVTVPPL.... Result: 1 (interaction). (2) The miRNA is hsa-miR-3150b-5p with sequence CAACCUCGAGGAUCUCCCCAGC. The protein sequence of the target gene is MTDLVAVWDVALSDGVHKIEFEHGTTSGKRVVYVDGKEEIRREWMFKLVGKETFFVGAAKTKATINIDAISGFAYEYTLEIDGKSLKKYMENRSKTTSTWVLRLDGEDLRVVLEKDTMDVWCNGQKMETAGEFVDDGTETHFSVGNHGCYIKAVSSGKRKEGIIHTLIVDNREIPELTQ. Result: 0 (no interaction). (3) The miRNA is hsa-miR-4313 with sequence AGCCCCCUGGCCCCAAACCC. The protein sequence of the target gene is MPGCPCPGCGMAGPRLLFLTALALELLERAGGSQPALRSRGTATACRLDNKESESWGALLSGERLDTWICSLLGSLMVGLSGVFPLLVIPLEMGTMLRSEAGAWRLKQLLSFALGGLLGNVFLHLLPEAWAYTCSASPGGEGQSLQQQQQLGLWVIAGILTFLALEKMFLDSKEEGTSQAPNKDPTAAAAALNGGHCLAQPAAEPGLGAVVRSIKVSGYLNLLANTIDNFTHGLAVAASFLVSKKIGLLTTMAILLHEIPHEVGDFAILLRAGFDRWSAAKLQLSTALGGLLGAGFAICT.... Result: 1 (interaction). (4) The miRNA is hsa-miR-548au-3p with sequence UGGCAGUUACUUUUGCACCAG. The protein sequence of the target gene is MRGQRSLLLGPARLCLRLLLLLGYRRRCPPLLRGLVQRWRYGKVCLRSLLYNSFGGSDTAVDAAFEPVYWLVDNVIRWFGVVFVVLVIVLTGSIVAIAYLCVLPLILRTYSVPRLCWHFFYSHWNLILIVFHYYQAITTPPGYPPQGRNDIATVSICKKCIYPKPARTHHCSICNRCVLKMDHHCPWLNNCVGHYNHRYFFSFCFFMTLGCVYCSYGSWDLFREAYAAIEKMKQLDKNKLQAVANQTYHQTPPPTFSFRERMTHKSLVYLWFLCSSVALALGALTVWHAVLISRGETSIE.... Result: 1 (interaction).